Dataset: NCI-60 drug combinations with 297,098 pairs across 59 cell lines. Task: Regression. Given two drug SMILES strings and cell line genomic features, predict the synergy score measuring deviation from expected non-interaction effect. (1) Drug 1: C1CC(C1)(C(=O)O)C(=O)O.[NH2-].[NH2-].[Pt+2]. Drug 2: CC1CCC2CC(C(=CC=CC=CC(CC(C(=O)C(C(C(=CC(C(=O)CC(OC(=O)C3CCCCN3C(=O)C(=O)C1(O2)O)C(C)CC4CCC(C(C4)OC)O)C)C)O)OC)C)C)C)OC. Cell line: SN12C. Synergy scores: CSS=15.8, Synergy_ZIP=-4.96, Synergy_Bliss=-2.16, Synergy_Loewe=-11.2, Synergy_HSA=-3.26. (2) Drug 1: C1=NC2=C(N=C(N=C2N1C3C(C(C(O3)CO)O)O)F)N. Drug 2: C1CNP(=O)(OC1)N(CCCl)CCCl. Cell line: T-47D. Synergy scores: CSS=-1.19, Synergy_ZIP=0.646, Synergy_Bliss=-1.08, Synergy_Loewe=-1.09, Synergy_HSA=-1.87. (3) Drug 1: C1=NC(=NC(=O)N1C2C(C(C(O2)CO)O)O)N. Drug 2: CCC1(C2=C(COC1=O)C(=O)N3CC4=CC5=C(C=CC(=C5CN(C)C)O)N=C4C3=C2)O.Cl. Cell line: HCT-15. Synergy scores: CSS=23.2, Synergy_ZIP=-2.64, Synergy_Bliss=2.40, Synergy_Loewe=-21.9, Synergy_HSA=-2.51. (4) Drug 1: C1CN1C2=NC(=NC(=N2)N3CC3)N4CC4. Drug 2: C1=C(C(=O)NC(=O)N1)F. Cell line: SW-620. Synergy scores: CSS=41.2, Synergy_ZIP=-4.88, Synergy_Bliss=-4.60, Synergy_Loewe=-0.100, Synergy_HSA=2.50.